From a dataset of Full USPTO retrosynthesis dataset with 1.9M reactions from patents (1976-2016). Predict the reactants needed to synthesize the given product. (1) Given the product [F:24][C:21]1[CH:20]=[CH:19][C:18]([C:8]2([C:5]3[CH:4]=[CH:3][C:2]([F:1])=[CH:7][CH:6]=3)[CH2:12][CH2:11][N:10]([CH2:13][C:14]([NH:39][C:36]3[CH:35]=[CH:34][C:33]([C:32]([F:40])([F:31])[F:41])=[CH:38][N:37]=3)=[O:16])[C:9]2=[O:17])=[CH:23][CH:22]=1, predict the reactants needed to synthesize it. The reactants are: [F:1][C:2]1[CH:7]=[CH:6][C:5]([C:8]2([C:18]3[CH:23]=[CH:22][C:21]([F:24])=[CH:20][CH:19]=3)[CH2:12][CH2:11][N:10]([CH2:13][C:14]([OH:16])=O)[C:9]2=[O:17])=[CH:4][CH:3]=1.C(Cl)(=O)C(Cl)=O.[F:31][C:32]([F:41])([F:40])[C:33]1[CH:34]=[CH:35][C:36]([NH2:39])=[N:37][CH:38]=1.CN1CCOCC1. (2) Given the product [CH:1]1([NH:6][C:7]2[C:8]3[N:9]([CH:15]=[CH:16][CH:17]=3)[N:10]=[CH:11][C:12]=2[C:13]([NH2:14])=[O:18])[CH2:2][CH2:3][CH2:4][CH2:5]1, predict the reactants needed to synthesize it. The reactants are: [CH:1]1([NH:6][C:7]2[C:8]3[N:9]([CH:15]=[CH:16][CH:17]=3)[N:10]=[CH:11][C:12]=2[C:13]#[N:14])[CH2:5][CH2:4][CH2:3][CH2:2]1.[OH-:18].[NH4+].OO. (3) Given the product [Br:8][C:6]1[N:7]=[C:2]2[N:17]([CH2:15][CH3:16])[C:11](=[O:13])[CH2:10][NH:9][C:3]2=[N:4][CH:5]=1, predict the reactants needed to synthesize it. The reactants are: Br[C:2]1[C:3]([NH:9][CH2:10][C:11]([O-:13])=O)=[N:4][CH:5]=[C:6]([Br:8])[N:7]=1.[Na+].[CH2:15]([NH2:17])[CH3:16].P(=O)(O)(O)O. (4) Given the product [CH:4]1([CH2:21][O:22][C:7]2[CH:8]=[CH:9][C:10]([C:11]([OH:12])=[O:27])=[CH:19][CH:20]=2)[CH2:3][CH2:2][CH2:1]1, predict the reactants needed to synthesize it. The reactants are: [CH2:1]([Li])[CH2:2][CH2:3][CH3:4].Br[C:7]1[CH:20]=[CH:19][C:10]([CH2:11][O:12]C2C=CC=CN=2)=[CH:9][CH:8]=1.[C:21](=O)=[O:22].C1C[O:27]CC1. (5) Given the product [OH:8][C:9]1([CH2:15][N:16]2[C:21](=[O:22])[C:20]3[CH:23]=[C:24]([CH2:26][CH2:27][CH3:28])[S:25][C:19]=3[N:18]=[CH:17]2)[CH2:14][CH2:13][N:12]([C:37](=[O:38])[CH2:36][CH:35]([C:29]2[CH:34]=[CH:33][CH:32]=[CH:31][CH:30]=2)[CH3:40])[CH2:11][CH2:10]1, predict the reactants needed to synthesize it. The reactants are: FC(F)(F)C(O)=O.[OH:8][C:9]1([CH2:15][N:16]2[C:21](=[O:22])[C:20]3[CH:23]=[C:24]([CH2:26][CH2:27][CH3:28])[S:25][C:19]=3[N:18]=[CH:17]2)[CH2:14][CH2:13][NH:12][CH2:11][CH2:10]1.[C:29]1([CH:35]([CH3:40])[CH2:36][C:37](O)=[O:38])[CH:34]=[CH:33][CH:32]=[CH:31][CH:30]=1.CCN(C(C)C)C(C)C.CN(C(ON1N=NC2C=CC=NC1=2)=[N+](C)C)C.F[P-](F)(F)(F)(F)F. (6) Given the product [Br:17][CH2:1][C:2]1[C:3]([C:8]#[N:9])=[N:4][CH:5]=[CH:6][CH:7]=1, predict the reactants needed to synthesize it. The reactants are: [CH3:1][C:2]1[C:3]([C:8]#[N:9])=[N:4][CH:5]=[CH:6][CH:7]=1.C1C(=O)N([Br:17])C(=O)C1.C(OOC(=O)C1C=CC=CC=1)(=O)C1C=CC=CC=1. (7) Given the product [CH3:8][C:5]1[CH:6]=[CH:7][C:2]([C:9]2[CH:14]=[CH:13][CH:12]=[CH:11][CH:10]=2)=[N:3][CH:4]=1, predict the reactants needed to synthesize it. The reactants are: Br[C:2]1[CH:7]=[CH:6][C:5]([CH3:8])=[CH:4][N:3]=1.[C:9]1(B(O)O)[CH:14]=[CH:13][CH:12]=[CH:11][CH:10]=1.